Dataset: Catalyst prediction with 721,799 reactions and 888 catalyst types from USPTO. Task: Predict which catalyst facilitates the given reaction. Reactant: [CH3:1][C:2]1([CH3:12])[CH:6](O)[C:5]2[CH:8]=[CH:9][CH:10]=[CH:11][C:4]=2[O:3]1.C([N:15]1[CH:19]=[CH:18][N:17]=[CH:16]1)([N:15]1[CH:19]=[CH:18][N:17]=[CH:16]1)=O. Product: [CH3:1][C:2]1([CH3:12])[CH:6]([N:15]2[CH:19]=[CH:18][N:17]=[CH:16]2)[C:5]2[CH:8]=[CH:9][CH:10]=[CH:11][C:4]=2[O:3]1. The catalyst class is: 10.